Dataset: Full USPTO retrosynthesis dataset with 1.9M reactions from patents (1976-2016). Task: Predict the reactants needed to synthesize the given product. (1) Given the product [NH2:1][C@H:2]([C:26]1[CH:31]=[CH:30][C:29]([O:32][CH2:33][C@H:34]([O:37][Si:46]([CH3:49])([CH3:48])[CH3:47])[CH2:35][O:36][Si:46]([CH3:49])([CH3:48])[CH3:47])=[CH:28][CH:27]=1)[C:3]([NH:5][C@@H:6]([C@H:18]([C:20]1[CH:25]=[CH:24][CH:23]=[CH:22][CH:21]=1)[CH3:19])[C:7]([NH:9][C:10]1[CH:15]=[CH:14][C:13]([I:16])=[CH:12][C:11]=1[Cl:17])=[O:8])=[O:4], predict the reactants needed to synthesize it. The reactants are: [NH2:1][C@H:2]([C:26]1[CH:31]=[CH:30][C:29]([O:32][CH2:33][C@H:34]([OH:37])[CH2:35][OH:36])=[CH:28][CH:27]=1)[C:3]([NH:5][C@@H:6]([C@H:18]([C:20]1[CH:25]=[CH:24][CH:23]=[CH:22][CH:21]=1)[CH3:19])[C:7]([NH:9][C:10]1[CH:15]=[CH:14][C:13]([I:16])=[CH:12][C:11]=1[Cl:17])=[O:8])=[O:4].C(N(CC)CC)C.Cl[Si:46]([CH3:49])([CH3:48])[CH3:47]. (2) The reactants are: Cl.C([O:9][C:10]1[CH:11]=[C:12]([CH:21]([OH:42])[CH2:22][NH:23][C:24]([CH3:41])([CH3:40])[CH2:25][CH2:26][CH2:27][N:28]2[C:32]3[CH:33]=[CH:34][CH:35]=[C:36]([O:37][CH3:38])[C:31]=3[NH:30][C:29]2=[O:39])[C:13]2[O:18][CH2:17][C:16](=[O:19])[NH:15][C:14]=2[CH:20]=1)C1C=CC=CC=1. Given the product [OH:9][C:10]1[CH:11]=[C:12]([CH:21]([OH:42])[CH2:22][NH:23][C:24]([CH3:40])([CH3:41])[CH2:25][CH2:26][CH2:27][N:28]2[C:32]3[CH:33]=[CH:34][CH:35]=[C:36]([O:37][CH3:38])[C:31]=3[NH:30][C:29]2=[O:39])[C:13]2[O:18][CH2:17][C:16](=[O:19])[NH:15][C:14]=2[CH:20]=1, predict the reactants needed to synthesize it. (3) Given the product [CH:1]([C:4]1[CH:9]=[C:8]([O:10][CH3:11])[C:7]([N:12]2[CH2:13][CH2:14][N:15]([S:27]([CH3:26])(=[O:29])=[O:28])[CH2:16][CH2:17]2)=[CH:6][C:5]=1[OH:18])([CH3:3])[CH3:2], predict the reactants needed to synthesize it. The reactants are: [CH:1]([C:4]1[CH:9]=[C:8]([O:10][CH3:11])[C:7]([N:12]2[CH2:17][CH2:16][NH:15][CH2:14][CH2:13]2)=[CH:6][C:5]=1[OH:18])([CH3:3])[CH3:2].C(N(CC)CC)C.[CH3:26][S:27](Cl)(=[O:29])=[O:28]. (4) Given the product [Cl:1][C:2]1[CH:3]=[C:4]([CH:32]=[CH:33][CH:34]=1)[CH2:5][N:6]1[C:10]2[CH:11]=[C:12]([F:16])[C:13]([F:15])=[CH:14][C:9]=2[N:8]=[C:7]1[C:17]1[C:18]([O:23][CH2:24][CH:25]2[CH2:26][CH2:27][CH2:28][CH2:30]2)=[N:19][CH:20]=[CH:21][CH:22]=1, predict the reactants needed to synthesize it. The reactants are: [Cl:1][C:2]1[CH:3]=[C:4]([CH:32]=[CH:33][CH:34]=1)[CH2:5][N:6]1[C:10]2[CH:11]=[C:12]([F:16])[C:13]([F:15])=[CH:14][C:9]=2[N:8]=[C:7]1[C:17]1[C:18]([O:23][CH2:24][C:25]2[CH:30]=C[CH:28]=[CH:27][C:26]=2Cl)=[N:19][CH:20]=[CH:21][CH:22]=1.C1(CO)CCCC1. (5) Given the product [OH:24][CH:3]([C:2]([OH:4])([CH3:20])[CH3:1])[CH2:5][CH2:6][CH:7]([CH3:19])[CH2:8][CH2:9][O:10][C:11](=[O:18])[C:12]1[CH:17]=[CH:16][CH:15]=[CH:14][CH:13]=1, predict the reactants needed to synthesize it. The reactants are: [CH3:1][C:2]1([CH3:20])[O:4][CH:3]1[CH2:5][CH2:6][CH:7]([CH3:19])[CH2:8][CH2:9][O:10][C:11](=[O:18])[C:12]1[CH:17]=[CH:16][CH:15]=[CH:14][CH:13]=1.O.C(O)(=[O:24])C.